This data is from Catalyst prediction with 721,799 reactions and 888 catalyst types from USPTO. The task is: Predict which catalyst facilitates the given reaction. (1) Reactant: CS(Cl)(=O)=O.[C:6]1([CH2:12][O:13][C:14]([C:16]2([NH:22][C:23]([C:25]3[CH:30]=[CH:29][C:28]([CH2:31]O)=[CH:27][CH:26]=3)=[O:24])[CH2:21][CH2:20][CH2:19][CH2:18][CH2:17]2)=[O:15])[CH:11]=[CH:10][CH:9]=[CH:8][CH:7]=1.[CH2:33]([N:35](CC)[CH2:36]C)C.CNC.O1CCCC1. Product: [C:6]1([CH2:12][O:13][C:14]([C:16]2([NH:22][C:23]([C:25]3[CH:30]=[CH:29][C:28]([CH2:31][N:35]([CH3:36])[CH3:33])=[CH:27][CH:26]=3)=[O:24])[CH2:21][CH2:20][CH2:19][CH2:18][CH2:17]2)=[O:15])[CH:11]=[CH:10][CH:9]=[CH:8][CH:7]=1. The catalyst class is: 2. (2) Reactant: [F:1][C:2]([F:18])([F:17])[C:3]1[CH:16]=[CH:15][CH:14]=[CH:13][C:4]=1[O:5][C:6]1[CH:11]=[N:10][NH:9][C:8](=[O:12])[CH:7]=1.[H-].[Na+].Br[CH:22]([CH2:32][CH:33]1[CH2:37][CH2:36][CH2:35][CH2:34]1)[C:23]([NH:25][C:26]1[CH:31]=[N:30][CH:29]=[CH:28][N:27]=1)=[O:24]. Product: [CH:33]1([CH2:32][CH:22]([N:9]2[C:8](=[O:12])[CH:7]=[C:6]([O:5][C:4]3[CH:13]=[CH:14][CH:15]=[CH:16][C:3]=3[C:2]([F:17])([F:1])[F:18])[CH:11]=[N:10]2)[C:23]([NH:25][C:26]2[CH:31]=[N:30][CH:29]=[CH:28][N:27]=2)=[O:24])[CH2:37][CH2:36][CH2:35][CH2:34]1. The catalyst class is: 7. (3) The catalyst class is: 5. Product: [CH3:19][CH:20]([CH3:22])[CH2:21][NH:1][C@@H:2]1[CH2:7][N:6]([C:8]([O:10][C:11]([CH3:12])([CH3:13])[CH3:14])=[O:9])[CH2:5][C@H:4]([C:15]([O:17][CH3:18])=[O:16])[CH2:3]1. Reactant: [NH2:1][C@@H:2]1[CH2:7][N:6]([C:8]([O:10][C:11]([CH3:14])([CH3:13])[CH3:12])=[O:9])[CH2:5][C@H:4]([C:15]([O:17][CH3:18])=[O:16])[CH2:3]1.[CH:19](=O)[CH:20]([CH3:22])[CH3:21].C(O)(=O)C.C(O[BH-](OC(=O)C)OC(=O)C)(=O)C.[Na+]. (4) Reactant: [Cl:1][C:2]1[CH:7]=[CH:6][C:5]([C:8](=[O:10])[CH3:9])=[CH:4][C:3]=1[N+:11]([O-:13])=[O:12].[Br-:14].[Br-].[Br-].C1([N+](C)(C)C)C=CC=CC=1.C1([N+](C)(C)C)C=CC=CC=1.C1([N+](C)(C)C)C=CC=CC=1. Product: [Br:14][CH2:9][C:8]([C:5]1[CH:6]=[CH:7][C:2]([Cl:1])=[C:3]([N+:11]([O-:13])=[O:12])[CH:4]=1)=[O:10]. The catalyst class is: 1.